Dataset: Catalyst prediction with 721,799 reactions and 888 catalyst types from USPTO. Task: Predict which catalyst facilitates the given reaction. Reactant: N1C=CC=CC=1.Cl.[NH2:8][C:9]1[CH:37]=[CH:36][C:12]([CH2:13][N:14]2[C:18]3[CH:19]=[CH:20][CH:21]=[CH:22][C:17]=3[N:16]([CH2:23][C:24]3[CH:29]=[CH:28][C:27]([O:30][C:31]([F:34])([F:33])[F:32])=[CH:26][CH:25]=3)[C:15]2=[O:35])=[CH:11][CH:10]=1.[CH3:38][S:39](Cl)(=[O:41])=[O:40]. Product: [F:32][C:31]([F:33])([F:34])[O:30][C:27]1[CH:28]=[CH:29][C:24]([CH2:23][N:16]2[C:17]3[CH:22]=[CH:21][CH:20]=[CH:19][C:18]=3[N:14]([CH2:13][C:12]3[CH:11]=[CH:10][C:9]([NH:8][S:39]([CH3:38])(=[O:41])=[O:40])=[CH:37][CH:36]=3)[C:15]2=[O:35])=[CH:25][CH:26]=1. The catalyst class is: 90.